From a dataset of Full USPTO retrosynthesis dataset with 1.9M reactions from patents (1976-2016). Predict the reactants needed to synthesize the given product. Given the product [N:1]1[CH:6]=[CH:5][C:4]([C:7]2[N:20]=[C:19]([NH:38][CH2:39][CH2:40][NH2:41])[C:10]3[C:11]4[CH2:12][CH2:13][CH2:14][CH2:15][CH2:16][C:17]=4[S:18][C:9]=3[N:8]=2)=[CH:3][CH:2]=1, predict the reactants needed to synthesize it. The reactants are: [N:1]1[CH:6]=[CH:5][C:4]([C:7]2[N:20]=[C:19](OS(C3C=CC=CC=3)(=O)=O)[C:10]3[C:11]4[CH2:12][CH2:13][CH2:14][CH2:15][CH2:16][C:17]=4[S:18][C:9]=3[N:8]=2)=[CH:3][CH:2]=1.C([NH:38][CH2:39][CH2:40][NH2:41])(OC(C)(C)C)=O.CCN(CC)CC.